Task: Predict the reactants needed to synthesize the given product.. Dataset: Full USPTO retrosynthesis dataset with 1.9M reactions from patents (1976-2016) Given the product [ClH:27].[ClH:27].[NH2:19][CH2:18][CH2:17][NH:16][C:14]([NH:13][CH:10]1[CH2:11][CH2:12][N:7]([C:2]2[CH:3]=[CH:4][CH:5]=[CH:6][N:1]=2)[CH2:8][CH2:9]1)=[O:15], predict the reactants needed to synthesize it. The reactants are: [N:1]1[CH:6]=[CH:5][CH:4]=[CH:3][C:2]=1[N:7]1[CH2:12][CH2:11][CH:10]([NH:13][C:14]([NH:16][CH2:17][CH2:18][NH:19]C(=O)OC(C)(C)C)=[O:15])[CH2:9][CH2:8]1.[ClH:27].